Dataset: Clinical trial toxicity outcomes and FDA approval status for drugs. Task: Regression/Classification. Given a drug SMILES string, predict its toxicity properties. Task type varies by dataset: regression for continuous values (e.g., LD50, hERG inhibition percentage) or binary classification for toxic/non-toxic outcomes (e.g., AMES mutagenicity, cardiotoxicity, hepatotoxicity). Dataset: clintox. (1) The drug is COc1ccc(C(=O)c2ccccc2)c(O)c1. The result is 0 (passed clinical trial). (2) The molecule is CCC(=O)C(CC(C)[NH+](C)C)(c1ccccc1)c1ccccc1. The result is 0 (passed clinical trial). (3) The compound is COc1ccc(C[C@@H](C)[NH2+]C[C@H](O)c2ccc(O)c(NC=O)c2)cc1. The result is 0 (passed clinical trial). (4) The molecule is CCCCCCCCCCCCCCCC[N+](C)(C)CCN(Cc1ccc(OC)cc1)c1ncccn1. The result is 0 (passed clinical trial). (5) The result is 0 (passed clinical trial). The compound is C#C[C@]1(O)CC[C@H]2[C@@H]3CCC4=C(CCC(=O)C4)[C@H]3CC[C@@]21C. (6) The molecule is CCCCCOC(=O)Nc1nc(=O)n([C@@H]2O[C@H](C)[C@@H](O)[C@H]2O)cc1F. The result is 1 (failed clinical trial for toxicity).